This data is from TCR-epitope binding with 47,182 pairs between 192 epitopes and 23,139 TCRs. The task is: Binary Classification. Given a T-cell receptor sequence (or CDR3 region) and an epitope sequence, predict whether binding occurs between them. (1) The epitope is DRFYKTLRAEQASQEV. The TCR CDR3 sequence is CASSLADRGGNEQFF. Result: 0 (the TCR does not bind to the epitope). (2) The epitope is KMQRMLLEK. The TCR CDR3 sequence is CASRGDRGLGGYTF. Result: 0 (the TCR does not bind to the epitope). (3) The epitope is FTISVTTEIL. The TCR CDR3 sequence is CASSQEPTGSSYNSPLHF. Result: 0 (the TCR does not bind to the epitope).